This data is from Catalyst prediction with 721,799 reactions and 888 catalyst types from USPTO. The task is: Predict which catalyst facilitates the given reaction. Reactant: [Cl:1]N1C(=O)CCC1=O.[CH:9](=[N:16][OH:17])[C:10]1[CH:15]=[CH:14][CH:13]=[CH:12][CH:11]=1.O. Product: [Cl:1][C:10]1([CH:9]=[N:16][OH:17])[CH:15]=[CH:14][CH:13]=[CH:12][CH2:11]1. The catalyst class is: 3.